From a dataset of Reaction yield outcomes from USPTO patents with 853,638 reactions. Predict the reaction yield, written as a fraction of the theoretical maximum amount of product (1.0 means a 100% yield; for example, 0.34 means a 34% yield). (1) The reactants are N([O-])=O.[Na+].[NH2:5][C:6]([NH:8][C:9]1[NH:10][C:11]2[C:16]([C:17]=1[C:18]([NH2:20])=[O:19])=[CH:15][CH:14]=[C:13]([O:21][C:22]1[CH:27]=[CH:26][C:25](N)=[CH:24][CH:23]=1)[CH:12]=2)=[O:7].[Cl:29]CCl. The catalyst is O.Cl.CO.[Cu]Cl. The product is [NH2:5][C:6]([NH:8][C:9]1[NH:10][C:11]2[C:16]([C:17]=1[C:18]([NH2:20])=[O:19])=[CH:15][CH:14]=[C:13]([O:21][C:22]1[CH:27]=[CH:26][C:25]([Cl:29])=[CH:24][CH:23]=1)[CH:12]=2)=[O:7]. The yield is 0.0800. (2) The reactants are C(OC(=O)[NH:7][C:8]1[CH:9]=[C:10]2[CH:16]=[C:15]([CH:17]([C:24]3[CH:29]=[CH:28][C:27]([S:30]([CH3:33])(=[O:32])=[O:31])=[CH:26][CH:25]=3)[CH2:18][CH:19]3[CH2:23][CH2:22][CH2:21][CH2:20]3)[NH:14][C:11]2=[N:12][CH:13]=1)(C)(C)C.[Cl:35]CCl. The catalyst is Cl. The product is [ClH:35].[CH:19]1([CH2:18][CH:17]([C:15]2[NH:14][C:11]3=[N:12][CH:13]=[C:8]([NH2:7])[CH:9]=[C:10]3[CH:16]=2)[C:24]2[CH:29]=[CH:28][C:27]([S:30]([CH3:33])(=[O:32])=[O:31])=[CH:26][CH:25]=2)[CH2:23][CH2:22][CH2:21][CH2:20]1. The yield is 1.00. (3) The reactants are [CH3:1][C:2]1([CH3:10])[CH2:7][CH:6]([CH3:8])[CH2:5][C:4](=[O:9])[CH2:3]1.[CH2:11](OC(OCC)(C)C)[CH3:12].[H][H]. The catalyst is [C].[Pd].O.C1(C)C=CC(S(O)(=O)=O)=CC=1. The product is [CH2:11]([O:9][CH:4]1[CH2:5][CH:6]([CH3:8])[CH2:7][C:2]([CH3:10])([CH3:1])[CH2:3]1)[CH3:12]. The yield is 0.853. (4) The reactants are [CH3:1][O:2][C:3]1[CH:8]=[CH:7][C:6]([C:9]2[N:14]=[C:13]([C:15]3[CH:20]=[CH:19][C:18]([NH2:21])=[CH:17][CH:16]=3)[CH:12]=[CH:11][N:10]=2)=[CH:5][CH:4]=1.C[Si](C)(C)[N-][Si](C)(C)C.[K+].[CH3:32][O:33][CH:34]1[CH:39]([O:40][CH3:41])[CH:38]([O:42][CH3:43])[CH:37]([CH3:44])[O:36][CH:35]1[O:45][C:46](=O)[O:47]C1C=CC([N+]([O-])=O)=CC=1.C(=O)(O)[O-].[Na+]. The catalyst is C1COCC1.C1(C)C=CC=CC=1. The product is [CH3:32][O:33][C@@H:34]1[C@H:39]([O:40][CH3:41])[C@@H:38]([O:42][CH3:43])[C@H:37]([CH3:44])[O:36][C@H:35]1[O:45][C:46](=[O:47])[NH:21][C:18]1[CH:19]=[CH:20][C:15]([C:13]2[CH:12]=[CH:11][N:10]=[C:9]([C:6]3[CH:5]=[CH:4][C:3]([O:2][CH3:1])=[CH:8][CH:7]=3)[N:14]=2)=[CH:16][CH:17]=1. The yield is 0.0800. (5) The reactants are [O:1]=[C:2]1[C:11]2[CH:10]=[CH:9][CH:8]=[C:7]3[NH:12][CH:13]([C:21]4[CH:22]=[C:23]([CH:26]=[CH:27][CH:28]=4)[CH:24]=O)[CH:14]([C:15]4[CH:20]=[CH:19][CH:18]=[CH:17][CH:16]=4)[C:5]([C:6]=23)=[N:4][NH:3]1.[NH:29]1[CH2:34][CH2:33][O:32][CH2:31][CH2:30]1.C(O)(=O)C.C(O[BH-](OC(=O)C)OC(=O)C)(=O)C.[Na+]. The catalyst is CO. The product is [O:32]1[CH2:33][CH2:34][N:29]([CH2:24][C:23]2[CH:22]=[C:21]([CH:13]3[NH:12][C:7]4[C:6]5[C:5](=[N:4][NH:3][C:2](=[O:1])[C:11]=5[CH:10]=[CH:9][CH:8]=4)[CH:14]3[C:15]3[CH:20]=[CH:19][CH:18]=[CH:17][CH:16]=3)[CH:28]=[CH:27][CH:26]=2)[CH2:30][CH2:31]1. The yield is 0.660. (6) The reactants are [CH3:1][O:2][C:3]1[CH:4]=[C:5]2[C:10](=[CH:11][C:12]=1[O:13][CH3:14])[N:9]=[CH:8][CH:7]=[C:6]2[O:15][C:16]1[C:22]([CH3:23])=[CH:21][C:19]([NH2:20])=[C:18]([CH3:24])[CH:17]=1.Cl[C:26](Cl)([O:28][C:29](=[O:35])OC(Cl)(Cl)Cl)Cl.[CH3:37][C:38]1[CH:43]=[CH:42][CH:41]=[CH:40][C:39]=1CO.C(=O)(O)[O-].[Na+]. The catalyst is C(Cl)Cl.C(N(CC)CC)C.C1(C)C=CC=CC=1. The product is [CH3:1][O:2][C:3]1[CH:4]=[C:5]2[C:10](=[CH:11][C:12]=1[O:13][CH3:14])[N:9]=[CH:8][CH:7]=[C:6]2[O:15][C:16]1[C:22]([CH3:23])=[CH:21][C:19]([NH:20][C:29](=[O:35])[O:28][CH2:26][C:39]2[CH:40]=[CH:41][CH:42]=[CH:43][C:38]=2[CH3:37])=[C:18]([CH3:24])[CH:17]=1. The yield is 0.890. (7) The reactants are [I:1][C:2]1[CH:3]=[C:4]2[C:8](=[CH:9][CH:10]=1)[NH:7][C:6](=[O:11])[C:5]2=O.[CH3:13][O:14][C:15]1[CH:24]=[CH:23][C:18]([C:19]([NH:21][NH2:22])=[O:20])=[CH:17][CH:16]=1. The catalyst is C(O)(=O)C. The product is [I:1][C:2]1[CH:3]=[C:4]2[C:8](=[CH:9][CH:10]=1)[NH:7][C:6](=[O:11])[C:5]2=[N:22][NH:21][C:19](=[O:20])[C:18]1[CH:23]=[CH:24][C:15]([O:14][CH3:13])=[CH:16][CH:17]=1. The yield is 0.820.